Dataset: Full USPTO retrosynthesis dataset with 1.9M reactions from patents (1976-2016). Task: Predict the reactants needed to synthesize the given product. (1) Given the product [CH3:23][N:21]([CH3:22])[C:18]1[CH:17]=[CH:16][C:15]([C:13]2[CH:14]=[C:9]3[C:8]([C:40]4[C:44]([CH3:45])=[CH:43][S:42][CH:41]=4)=[CH:7][NH:6][C:10]3=[N:11][CH:12]=2)=[CH:20][CH:19]=1, predict the reactants needed to synthesize it. The reactants are: C([Si](C)(C)[N:6]1[C:10]2=[N:11][CH:12]=[C:13]([C:15]3[CH:20]=[CH:19][C:18]([N:21]([CH3:23])[CH3:22])=[CH:17][CH:16]=3)[CH:14]=[C:9]2[C:8]([Sn](CCCC)(CCCC)CCCC)=[CH:7]1)(C)(C)C.Br[C:40]1[C:44]([CH3:45])=[CH:43][S:42][CH:41]=1.C1(C)C=CC=CC=1P(C1C=CC=CC=1C)C1C=CC=CC=1C. (2) Given the product [C:1]([C:3]1[C:4]([CH:14]2[CH2:15][CH2:16][CH2:17]2)=[CH:5][C:6]([CH3:13])=[C:7]([CH:12]=1)[C:8]([O:10][CH3:11])=[O:9])(=[O:19])[NH2:2], predict the reactants needed to synthesize it. The reactants are: [C:1]([C:3]1[C:4]([CH:14]2[CH2:17][CH2:16][CH2:15]2)=[CH:5][C:6]([CH3:13])=[C:7]([CH:12]=1)[C:8]([O:10][CH3:11])=[O:9])#[N:2].C(=O)([O-])[O-:19].[K+].[K+].OO.OP(O)(O)=O. (3) Given the product [ClH:24].[CH3:15][C@H:10]1[CH2:9][NH:8][CH2:13][C@@H:12]([CH3:14])[N:11]1[C:22]#[N:21], predict the reactants needed to synthesize it. The reactants are: C(OC([N:8]1[CH2:13][C@H:12]([CH3:14])[NH:11][C@H:10]([CH3:15])[CH2:9]1)=O)(C)(C)C.C(=O)(O)[O-].[Na+].[N:21]#[C:22]Br.[Cl:24]CCl. (4) Given the product [C:18]([O:17][C:15]([N:4]1[CH2:3][C@@H:2]([CH3:1])[N:14]2[C:6](=[CH:7][C:8]3[C:13]2=[N:12][CH:11]=[CH:10][CH:9]=3)[CH2:5]1)=[O:16])([CH3:21])([CH3:20])[CH3:19], predict the reactants needed to synthesize it. The reactants are: [CH3:1][C@H:2]1[N:14]2[C:6](=[CH:7][C:8]3[C:13]2=[N:12][CH:11]=[CH:10][CH:9]=3)[CH2:5][NH:4][CH2:3]1.[C:15](O[C:15]([O:17][C:18]([CH3:21])([CH3:20])[CH3:19])=[O:16])([O:17][C:18]([CH3:21])([CH3:20])[CH3:19])=[O:16]. (5) Given the product [O:7]([C:8]1[CH:13]=[CH:12][C:11]([N:14]2[C:22]3[C:17](=[CH:18][C:19]([C:23]([F:25])([F:26])[F:24])=[CH:20][CH:21]=3)[CH:16]=[CH:15]2)=[CH:10][C:9]=1[Cl:27])[C@H:6]1[O:28][C@H:29]([CH2:40][OH:41])[C@@H:30]([OH:36])[C@H:31]([OH:32])[C@@H:5]1[OH:4], predict the reactants needed to synthesize it. The reactants are: C([O:4][C@H:5]1[C@@H:31]([O:32]C(=O)C)[C@H:30]([O:36]C(=O)C)[C@@H:29]([CH2:40][O:41]C(=O)C)[O:28][C@@H:6]1[O:7][C:8]1[CH:13]=[CH:12][C:11]([N:14]2[C:22]3[C:17](=[CH:18][C:19]([C:23]([F:26])([F:25])[F:24])=[CH:20][CH:21]=3)[CH:16]=[CH:15]2)=[CH:10][C:9]=1[Cl:27])(=O)C.CO[Na].CO. (6) Given the product [Cl:1][C:2]1[N:10]=[CH:9][N:8]=[C:7]2[C:3]=1[N:4]=[C:5]([C:18]1[CH:17]=[N:16][C:15]([CH3:14])=[N:20][CH:19]=1)[N:6]2[CH2:11][CH3:12], predict the reactants needed to synthesize it. The reactants are: [Cl:1][C:2]1[N:10]=[CH:9][N:8]=[C:7]2[C:3]=1[N:4]=[C:5](I)[N:6]2[CH2:11][CH3:12].[CH3:14][C:15]1[N:20]=[CH:19][C:18](B(O)O)=[CH:17][N:16]=1.C(=O)([O-])[O-].[K+].[K+]. (7) Given the product [CH3:11][C:3]1[C:2]([N:18]2[CH2:23][CH2:22][O:21][CH2:20][CH2:19]2)=[C:8]([CH3:9])[CH:7]=[C:6]([CH3:10])[C:4]=1[NH2:5], predict the reactants needed to synthesize it. The reactants are: Br[C:2]1[C:3]([CH3:11])=[C:4]([C:6]([CH3:10])=[CH:7][C:8]=1[CH3:9])[NH2:5].CC(C)([O-])C.[Na+].[NH:18]1[CH2:23][CH2:22][O:21][CH2:20][CH2:19]1. (8) The reactants are: [Cl:1][C:2]1[CH:3]=[C:4]([NH:8][NH:9][C:10](=[O:25])[CH2:11][S:12][C:13]2[N:17]([CH3:18])[C:16]([C:19]3[CH:20]=[N:21][CH:22]=[CH:23][CH:24]=3)=[N:15][N:14]=2)[CH:5]=[CH:6][CH:7]=1.C1N=CN([C:31](N2C=NC=C2)=[O:32])C=1.O1CCOCC1.C(Cl)(Cl)=O. Given the product [Cl:1][C:2]1[CH:3]=[C:4]([N:8]2[N:9]=[C:10]([CH2:11][S:12][C:13]3[N:17]([CH3:18])[C:16]([C:19]4[CH:20]=[N:21][CH:22]=[CH:23][CH:24]=4)=[N:15][N:14]=3)[O:25][C:31]2=[O:32])[CH:5]=[CH:6][CH:7]=1, predict the reactants needed to synthesize it. (9) Given the product [Cl:15][C:16]1[CH:23]=[CH:22][C:19]([CH2:20][NH:21][CH:12]([CH3:13])[CH2:11][CH2:1][C:2]2[CH:10]=[CH:9][C:7]([OH:8])=[C:4]([O:5][CH3:6])[CH:3]=2)=[CH:18][CH:17]=1, predict the reactants needed to synthesize it. The reactants are: [CH2:1]([CH2:11][C:12](=O)[CH3:13])[C:2]1[CH:10]=[CH:9][C:7]([OH:8])=[C:4]([O:5][CH3:6])[CH:3]=1.[Cl:15][C:16]1[CH:23]=[CH:22][C:19]([CH2:20][NH2:21])=[CH:18][CH:17]=1.O. (10) The reactants are: [O:1]=[C:2]1[CH2:7][CH2:6][N:5]([C:8]([O:10][C:11]([CH3:14])([CH3:13])[CH3:12])=[O:9])[CH2:4][CH:3]1[C:15]([O:17][CH2:18][CH3:19])=[O:16].C(N(C(C)C)CC)(C)C.[F:29][C:30]([F:43])([F:42])[S:31](O[S:31]([C:30]([F:43])([F:42])[F:29])(=[O:33])=[O:32])(=[O:33])=[O:32].C(=O)([O-])O.[Na+]. Given the product [F:29][C:30]([F:43])([F:42])[S:31]([O:1][C:2]1[CH2:7][CH2:6][N:5]([C:8]([O:10][C:11]([CH3:12])([CH3:13])[CH3:14])=[O:9])[CH2:4][C:3]=1[C:15]([O:17][CH2:18][CH3:19])=[O:16])(=[O:33])=[O:32], predict the reactants needed to synthesize it.